Dataset: Forward reaction prediction with 1.9M reactions from USPTO patents (1976-2016). Task: Predict the product of the given reaction. (1) Given the reactants [F:1][C:2]1[CH:10]=[C:9]2[C:5]([C:6]([C:12]3[N:13]=[C:14]4[C:20]([C:21](O)=[O:22])=[CH:19][N:18]([CH2:24][O:25][CH2:26][CH2:27][Si:28]([CH3:31])([CH3:30])[CH3:29])[C:15]4=[N:16][CH:17]=3)=[N:7][N:8]2[CH3:11])=[CH:4][CH:3]=1.[NH2:32][C@@H:33]([CH2:36][CH:37]([CH3:39])[CH3:38])[CH2:34][OH:35].CN(C(ON1N=NC2C=CC=NC1=2)=[N+](C)C)C.F[P-](F)(F)(F)(F)F.C(N(CC)C(C)C)(C)C, predict the reaction product. The product is: [OH:35][CH2:34][C@@H:33]([NH:32][C:21]([C:20]1[C:14]2[C:15](=[N:16][CH:17]=[C:12]([C:6]3[C:5]4[C:9](=[CH:10][C:2]([F:1])=[CH:3][CH:4]=4)[N:8]([CH3:11])[N:7]=3)[N:13]=2)[N:18]([CH2:24][O:25][CH2:26][CH2:27][Si:28]([CH3:29])([CH3:31])[CH3:30])[CH:19]=1)=[O:22])[CH2:36][CH:37]([CH3:39])[CH3:38]. (2) Given the reactants [Br:1][C:2]1[CH:3]=[CH:4][C:5]([C:8]([OH:10])=O)=[N:6][CH:7]=1.[F:11][C:12]1[CH:17]=[C:16]([C:18]2[CH:23]=[CH:22][C:21]([CH2:24][NH2:25])=[CH:20][N:19]=2)[CH:15]=[CH:14][N:13]=1.CN(C(ON1N=NC2C=CC=NC1=2)=[N+](C)C)C.F[P-](F)(F)(F)(F)F.CCN(C(C)C)C(C)C, predict the reaction product. The product is: [Br:1][C:2]1[CH:3]=[CH:4][C:5]([C:8]([NH:25][CH2:24][C:21]2[CH:22]=[CH:23][C:18]([C:16]3[CH:15]=[CH:14][N:13]=[C:12]([F:11])[CH:17]=3)=[N:19][CH:20]=2)=[O:10])=[N:6][CH:7]=1. (3) Given the reactants [CH3:1][CH:2]=[CH:3][CH2:4][CH2:5][CH2:6][CH2:7][CH2:8]C.C=C, predict the reaction product. The product is: [CH2:1]=[CH:2][CH2:3][CH2:4][CH2:5][CH2:6][CH2:7][CH3:8].[CH2:1]=[CH:2][CH3:3]. (4) Given the reactants [OH-].[Na+].[F:3][C:4]([F:26])([F:25])[C:5]1[CH:10]=[CH:9][C:8]([C:11]2[N:15]3[CH:16]=[C:17]([C:20]([O:22]CC)=[O:21])[N:18]=[CH:19][C:14]3=[N:13][CH:12]=2)=[CH:7][CH:6]=1.FC(F)(F)C1C=CC(C2N3C=C(C(OC)=O)N=CC3=NC=2)=CC=1.O1CCCC1, predict the reaction product. The product is: [F:26][C:4]([F:3])([F:25])[C:5]1[CH:10]=[CH:9][C:8]([C:11]2[N:15]3[CH:16]=[C:17]([C:20]([OH:22])=[O:21])[N:18]=[CH:19][C:14]3=[N:13][CH:12]=2)=[CH:7][CH:6]=1. (5) Given the reactants [C:1]1([C:7]2[C:8](=O)[NH:9][C:10](=O)[NH:11][CH:12]=2)[CH:6]=[CH:5][CH:4]=[CH:3][CH:2]=1.[ClH:15].C(N(CC)CC)C.O=P(Cl)(Cl)[Cl:25], predict the reaction product. The product is: [Cl:15][C:10]1[N:9]=[C:8]([Cl:25])[C:7]([C:1]2[CH:6]=[CH:5][CH:4]=[CH:3][CH:2]=2)=[CH:12][N:11]=1. (6) Given the reactants [OH:1][C:2]1[CH:3]=[C:4]([C:8]2[C:9]([C:14]#[N:15])=[CH:10][CH:11]=[CH:12][CH:13]=2)[CH:5]=[CH:6][CH:7]=1.N1C=CC=CC=1.[F:22][C:23]([F:36])([F:35])[S:24](O[S:24]([C:23]([F:36])([F:35])[F:22])(=[O:26])=[O:25])(=[O:26])=[O:25], predict the reaction product. The product is: [C:14]([C:9]1[CH:10]=[CH:11][CH:12]=[CH:13][C:8]=1[C:4]1[CH:5]=[CH:6][CH:7]=[C:2]([O:1][S:24]([C:23]([F:36])([F:35])[F:22])(=[O:26])=[O:25])[CH:3]=1)#[N:15]. (7) Given the reactants [CH2:1]([N:8]1[CH:13]([CH2:14][O:15][Si](C(C)(C)C)(C)C)[CH2:12][O:11][C:10]([CH2:24][CH:25]([O:27][Si:28]([C:41]([CH3:44])([CH3:43])[CH3:42])([C:35]2[CH:40]=[CH:39][CH:38]=[CH:37][CH:36]=2)[C:29]2[CH:34]=[CH:33][CH:32]=[CH:31][CH:30]=2)[CH3:26])([CH3:23])[C:9]1=[O:45])[C:2]1[CH:7]=[CH:6][CH:5]=[CH:4][CH:3]=1.O1CCCC1.O, predict the reaction product. The product is: [CH2:1]([N:8]1[CH:13]([CH2:14][OH:15])[CH2:12][O:11][C:10]([CH2:24][CH:25]([O:27][Si:28]([C:41]([CH3:44])([CH3:43])[CH3:42])([C:35]2[CH:36]=[CH:37][CH:38]=[CH:39][CH:40]=2)[C:29]2[CH:30]=[CH:31][CH:32]=[CH:33][CH:34]=2)[CH3:26])([CH3:23])[C:9]1=[O:45])[C:2]1[CH:7]=[CH:6][CH:5]=[CH:4][CH:3]=1.